The task is: Predict the reactants needed to synthesize the given product.. This data is from Full USPTO retrosynthesis dataset with 1.9M reactions from patents (1976-2016). (1) Given the product [CH3:17][O:16][CH2:15][C@@H:14]([N:6]([CH2:5][CH:4]=[O:20])[C:7](=[O:13])[O:8][C:9]([CH3:11])([CH3:12])[CH3:10])[CH:18]=[CH2:19], predict the reactants needed to synthesize it. The reactants are: CON(C)[C:4](=[O:20])[CH2:5][N:6]([C@@H:14]([CH:18]=[CH2:19])[CH2:15][O:16][CH3:17])[C:7](=[O:13])[O:8][C:9]([CH3:12])([CH3:11])[CH3:10].[H-].C([Al+]CC(C)C)C(C)C. (2) Given the product [F:16][C:17]1[CH:22]=[CH:21][C:20]([C:2]2[C:7]([CH:8]=[O:9])=[C:6]([NH:10][CH:11]([CH3:13])[CH3:12])[N:5]=[C:4]([S:14][CH3:15])[N:3]=2)=[C:19]([CH3:26])[CH:18]=1, predict the reactants needed to synthesize it. The reactants are: Cl[C:2]1[C:7]([CH:8]=[O:9])=[C:6]([NH:10][CH:11]([CH3:13])[CH3:12])[N:5]=[C:4]([S:14][CH3:15])[N:3]=1.[F:16][C:17]1[CH:22]=[CH:21][C:20](B(O)O)=[C:19]([CH3:26])[CH:18]=1. (3) Given the product [O:1]=[C:2]1[N:6]([C:7]2[CH:12]=[CH:11][CH:10]=[C:9]([NH:13][C:14]([N:16]3[CH2:21][CH2:20][CH2:19][CH2:18][CH2:17]3)=[O:15])[CH:8]=2)[CH2:5][CH:4]([C:22]([NH:24][CH:25]([C:32]2[CH:33]=[N:34][CH:35]=[CH:36][CH:37]=2)[CH2:26][C:27]([OH:29])=[O:28])=[O:23])[CH2:3]1, predict the reactants needed to synthesize it. The reactants are: [O:1]=[C:2]1[N:6]([C:7]2[CH:12]=[CH:11][CH:10]=[C:9]([NH:13][C:14]([N:16]3[CH2:21][CH2:20][CH2:19][CH2:18][CH2:17]3)=[O:15])[CH:8]=2)[CH2:5][CH:4]([C:22]([NH:24][CH:25]([C:32]2[CH:33]=[N:34][CH:35]=[CH:36][CH:37]=2)[CH2:26][C:27]([O:29]CC)=[O:28])=[O:23])[CH2:3]1.[OH-].[Na+].Cl. (4) Given the product [CH2:30]([O:32][CH2:33][CH2:34][NH:35][C:27]([C:3]1[C:2]([F:1])=[CH:26][C:6]2[N:7]([CH3:25])[C:8]([NH:10][C:11]3[S:12][C:13]4[CH:19]=[C:18]([O:20][C:21]([F:22])([F:24])[F:23])[CH:17]=[CH:16][C:14]=4[N:15]=3)=[N:9][C:5]=2[CH:4]=1)=[O:29])[CH3:31], predict the reactants needed to synthesize it. The reactants are: [F:1][C:2]1[C:3]([C:27]([OH:29])=O)=[CH:4][C:5]2[N:9]=[C:8]([NH:10][C:11]3[S:12][C:13]4[CH:19]=[C:18]([O:20][C:21]([F:24])([F:23])[F:22])[CH:17]=[CH:16][C:14]=4[N:15]=3)[N:7]([CH3:25])[C:6]=2[CH:26]=1.[CH2:30]([O:32][CH2:33][CH2:34][NH2:35])[CH3:31].CN(C(ON1N=NC2C=CC=CC1=2)=[N+](C)C)C.F[P-](F)(F)(F)(F)F.CCN(C(C)C)C(C)C. (5) Given the product [C:4]([O:3][C:1]([N:8]1[CH2:11][C:10]([OH:12])([CH3:13])[CH2:9]1)=[O:2])([CH3:7])([CH3:6])[CH3:5], predict the reactants needed to synthesize it. The reactants are: [C:1]([N:8]1[CH2:11][C:10](=[O:12])[CH2:9]1)([O:3][C:4]([CH3:7])([CH3:6])[CH3:5])=[O:2].[CH3:13][Mg+].[Br-].[NH4+].[Cl-]. (6) Given the product [CH2:32]([O:34][P:35]([C:2]1[CH:11]=[CH:10][C:9]2[C:4](=[C:5]([C:15]3[C:24]4[C:19](=[CH:20][CH:21]=[CH:22][CH:23]=4)[CH:18]=[CH:17][CH:16]=3)[CH:6]=[C:7]([N+:12]([O-:14])=[O:13])[CH:8]=2)[N:3]=1)(=[O:39])[O:36][CH2:37][CH3:38])[CH3:33], predict the reactants needed to synthesize it. The reactants are: Cl[C:2]1[CH:11]=[CH:10][C:9]2[C:4](=[C:5]([C:15]3[C:24]4[C:19](=[CH:20][CH:21]=[CH:22][CH:23]=4)[CH:18]=[CH:17][CH:16]=3)[CH:6]=[C:7]([N+:12]([O-:14])=[O:13])[CH:8]=2)[N:3]=1.C1(C)C=CC=CC=1.[CH2:32]([O:34][P:35]([O-:39])[O:36][CH2:37][CH3:38])[CH3:33].CCN(CC)CC. (7) Given the product [CH2:1]([C:8]1[C:9]2[CH2:30][NH:29][CH2:28][CH2:27][C:10]=2[N:11]=[C:12]([NH:14][C:15]2[CH:16]=[CH:17][C:18]([N:21]3[CH:25]=[CH:24][N:23]=[C:22]3[CH3:26])=[CH:19][CH:20]=2)[N:13]=1)[C:2]1[CH:3]=[CH:4][CH:5]=[CH:6][CH:7]=1, predict the reactants needed to synthesize it. The reactants are: [CH2:1]([C:8]1[C:9]2[CH2:30][N:29](C(OC(C)(C)C)=O)[CH2:28][CH2:27][C:10]=2[N:11]=[C:12]([NH:14][C:15]2[CH:20]=[CH:19][C:18]([N:21]3[CH:25]=[CH:24][N:23]=[C:22]3[CH3:26])=[CH:17][CH:16]=2)[N:13]=1)[C:2]1[CH:7]=[CH:6][CH:5]=[CH:4][CH:3]=1.Cl.